Dataset: Forward reaction prediction with 1.9M reactions from USPTO patents (1976-2016). Task: Predict the product of the given reaction. (1) Given the reactants Cl.[NH2:2][C:3]1[CH:7]=[CH:6][N:5]([C:8]2[CH:13]=[CH:12][C:11]([Br:14])=[CH:10][CH:9]=2)[C:4]=1[C:15]([O:17]CC)=O.[NH2:20][C:21](N)=[O:22], predict the reaction product. The product is: [Br:14][C:11]1[CH:10]=[CH:9][C:8]([N:5]2[C:4]3[C:15](=[O:17])[NH:20][C:21](=[O:22])[NH:2][C:3]=3[CH:7]=[CH:6]2)=[CH:13][CH:12]=1. (2) Given the reactants C(OC([N:8]1[CH2:13][CH2:12][CH2:11][CH2:10][CH:9]1[CH2:14][NH:15][C:16]1[CH:21]=[CH:20][CH:19]=[C:18]([NH:22][C:23]([NH:25][C:26]2[N:27]=[C:28]([C:31]3[CH:36]=[CH:35][N:34]=[CH:33][CH:32]=3)[S:29][CH:30]=2)=[O:24])[N:17]=1)=O)(C)(C)C.C(O)(C(F)(F)F)=O, predict the reaction product. The product is: [NH:8]1[CH2:13][CH2:12][CH2:11][CH2:10][CH:9]1[CH2:14][NH:15][C:16]1[N:17]=[C:18]([NH:22][C:23]([NH:25][C:26]2[N:27]=[C:28]([C:31]3[CH:36]=[CH:35][N:34]=[CH:33][CH:32]=3)[S:29][CH:30]=2)=[O:24])[CH:19]=[CH:20][CH:21]=1. (3) Given the reactants [OH:1][C:2]1[CH:7]=[CH:6][C:5]([O:8][CH3:9])=[C:4]([O:10][CH3:11])[CH:3]=1.C(=O)([O-])[O-].[K+].[K+].[CH3:18][C:19]([CH3:21])=O.C(Br)C#C, predict the reaction product. The product is: [CH2:21]([O:1][C:2]1[CH:7]=[CH:6][C:5]([O:8][CH3:9])=[C:4]([O:10][CH3:11])[CH:3]=1)[C:19]#[CH:18]. (4) The product is: [CH3:10][C:11]1[N:19]=[CH:18][CH:17]=[CH:16][C:12]=1[C:13]#[N:15]. Given the reactants N1C(=O)NC(=O)NC1=O.[CH3:10][C:11]1[N:19]=[CH:18][CH:17]=[CH:16][C:12]=1[C:13]([NH2:15])=O, predict the reaction product. (5) Given the reactants [NH2:1][C:2]1[CH:11]=[CH:10][CH:9]=[C:8]2[C:3]=1[CH:4]=[CH:5][N:6]=[CH:7]2.O.O.O.O.O.O.[F:18][C:19]([F:27])([F:26])[C:20]([C:22]([F:25])([F:24])[F:23])=[O:21], predict the reaction product. The product is: [NH2:1][C:2]1[C:11]([C:20]([OH:21])([C:22]([F:25])([F:24])[F:23])[C:19]([F:27])([F:26])[F:18])=[CH:10][CH:9]=[C:8]2[C:3]=1[CH:4]=[CH:5][N:6]=[CH:7]2. (6) Given the reactants Br[C:2]1[CH:11]=[C:10]2[C:5]([C:6](=[CH:13][NH:14][C:15]3[CH:20]=[CH:19][C:18]([O:21][CH3:22])=[CH:17][CH:16]=3)[C:7](=[O:12])[NH:8][CH2:9]2)=[CH:4][CH:3]=1.C(OC([N:30]1[CH:34]=[CH:33][CH:32]=[C:31]1B(O)O)=O)(C)(C)C.C(=O)([O-])[O-].[Cs+].[Cs+], predict the reaction product. The product is: [CH3:22][O:21][C:18]1[CH:19]=[CH:20][C:15]([NH:14][CH:13]=[C:6]2[C:5]3[C:10](=[CH:11][C:2]([C:31]4[NH:30][CH:34]=[CH:33][CH:32]=4)=[CH:3][CH:4]=3)[CH2:9][NH:8][C:7]2=[O:12])=[CH:16][CH:17]=1.